From a dataset of CYP2C19 inhibition data for predicting drug metabolism from PubChem BioAssay. Regression/Classification. Given a drug SMILES string, predict its absorption, distribution, metabolism, or excretion properties. Task type varies by dataset: regression for continuous measurements (e.g., permeability, clearance, half-life) or binary classification for categorical outcomes (e.g., BBB penetration, CYP inhibition). Dataset: cyp2c19_veith. (1) The compound is O=C(c1cccc(F)c1)N1CCC2(CC1)CN(c1ccccn1)C2. The result is 0 (non-inhibitor). (2) The molecule is CCOc1cccc(CNCCNC(=O)c2nonc2N)c1.Cl. The result is 1 (inhibitor).